From a dataset of Reaction yield outcomes from USPTO patents with 853,638 reactions. Predict the reaction yield, written as a fraction of the theoretical maximum amount of product (1.0 means a 100% yield; for example, 0.34 means a 34% yield). (1) The reactants are [CH2:1]([O:3][C:4]1[CH:9]=[CH:8][C:7]([S:10](Cl)(=[O:12])=[O:11])=[CH:6][C:5]=1[C:14]1[NH:19][C:18](=[O:20])[C:17]2=[C:21]([CH2:27][CH3:28])[N:22]=[C:23]([CH2:24][CH2:25][CH3:26])[N:16]2[N:15]=1)[CH3:2].CN(C1C=CC=CN=1)C.[CH2:38]([NH:40][CH2:41][CH2:42][OH:43])[CH3:39]. The catalyst is ClCCl. The product is [CH2:1]([O:3][C:4]1[CH:9]=[CH:8][C:7]([S:10]([N:40]([CH2:38][CH3:39])[CH2:41][CH2:42][OH:43])(=[O:12])=[O:11])=[CH:6][C:5]=1[C:14]1[NH:19][C:18](=[O:20])[C:17]2=[C:21]([CH2:27][CH3:28])[N:22]=[C:23]([CH2:24][CH2:25][CH3:26])[N:16]2[N:15]=1)[CH3:2]. The yield is 0.630. (2) The reactants are [OH:1][C:2]1[C:3]([O:30][CH3:31])=[CH:4][C:5]2[CH2:14][CH2:13][N:12]3[CH:7]([CH2:8][C:9]4[C:18]([Cl:19])=[CH:17][C:16]([O:20][CH3:21])=[C:15]([O:22][CH2:23][C:24]([O:26]CC)=[O:25])[C:10]=4[CH2:11]3)[C:6]=2[CH:29]=1.[OH-].[Na+]. The catalyst is C(O)C. The product is [OH:1][C:2]1[C:3]([O:30][CH3:31])=[CH:4][C:5]2[CH2:14][CH2:13][N:12]3[CH:7]([CH2:8][C:9]4[C:18]([Cl:19])=[CH:17][C:16]([O:20][CH3:21])=[C:15]([O:22][CH2:23][C:24]([OH:26])=[O:25])[C:10]=4[CH2:11]3)[C:6]=2[CH:29]=1. The yield is 0.895. (3) The reactants are [F:1][C:2]([F:14])([F:13])[C:3]1[CH:4]=[C:5]([CH:10]=[CH:11][CH:12]=1)[C:6](=[O:9])[CH2:7]Br.C1N2CN3CN(C2)C[N:16]1C3.C(Cl)(Cl)(Cl)[Cl:26]. No catalyst specified. The product is [ClH:26].[NH2:16][CH2:7][C:6]([C:5]1[CH:10]=[CH:11][CH:12]=[C:3]([C:2]([F:14])([F:13])[F:1])[CH:4]=1)=[O:9]. The yield is 0.860.